This data is from Full USPTO retrosynthesis dataset with 1.9M reactions from patents (1976-2016). The task is: Predict the reactants needed to synthesize the given product. Given the product [Cl:14][C:2]1[CH:3]=[CH:4][C:5]2[C:10](=[CH:9][CH:8]=[CH:7][N:6]=2)[N:1]=1, predict the reactants needed to synthesize it. The reactants are: [NH:1]1[C:10]2[C:5](=[N:6][CH:7]=[CH:8][CH:9]=2)[CH:4]=[CH:3][C:2]1=O.P(Cl)(Cl)([Cl:14])=O.